Dataset: Reaction yield outcomes from USPTO patents with 853,638 reactions. Task: Predict the reaction yield, written as a fraction of the theoretical maximum amount of product (1.0 means a 100% yield; for example, 0.34 means a 34% yield). (1) The reactants are C1(C2C=CC=CC=2)C=CC=CC=1C(P(C)C)P(C)C.CC(C)([O-])C.[Na+].N#N.Cl[C:29]1[CH:34]=[CH:33][CH:32]=[C:31]([Cl:35])[N:30]=1.[F:36][C:37]1[CH:42]=[CH:41][C:40]([C@@H:43]([NH2:45])[CH3:44])=[CH:39][CH:38]=1. The catalyst is C1(C)C=CC=CC=1.CC([O-])=O.CC([O-])=O.[Pd+2]. The product is [Cl:35][C:31]1[N:30]=[C:29]([NH:45][C@H:43]([C:40]2[CH:41]=[CH:42][C:37]([F:36])=[CH:38][CH:39]=2)[CH3:44])[CH:34]=[CH:33][CH:32]=1. The yield is 0.680. (2) The reactants are [O:1]1[C:6]2[CH:7]=[CH:8][C:9]([CH2:11]O)=[CH:10][C:5]=2[O:4][CH2:3][CH2:2]1.O=S(Cl)[Cl:15]. No catalyst specified. The product is [Cl:15][CH2:11][C:9]1[CH:8]=[CH:7][C:6]2[O:1][CH2:2][CH2:3][O:4][C:5]=2[CH:10]=1. The yield is 0.880. (3) The reactants are [Br:1][C:2]1[CH:7]=[C:6]([CH3:8])[C:5]([N:9]2[C:13]3[CH:14]=[CH:15][CH:16]=[CH:17][C:12]=3[NH:11][C:10]2=[O:18])=[C:4]([CH3:19])[CH:3]=1.C([O-])([O-])=O.[Cs+].[Cs+].[F:26][C:27]([F:38])([F:37])[CH2:28]OS(C(F)(F)F)(=O)=O. The catalyst is CN(C=O)C. The product is [Br:1][C:2]1[CH:3]=[C:4]([CH3:19])[C:5]([N:9]2[C:13]3[CH:14]=[CH:15][CH:16]=[CH:17][C:12]=3[N:11]([CH2:28][C:27]([F:38])([F:37])[F:26])[C:10]2=[O:18])=[C:6]([CH3:8])[CH:7]=1. The yield is 0.959. (4) The reactants are CCN(C(C)C)C(C)C.[C:10]1([S:16]([C:19]2[CH:27]=[CH:26][C:22]([C:23]([OH:25])=O)=[CH:21][CH:20]=2)(=[O:18])=[O:17])[CH:15]=[CH:14][CH:13]=[CH:12][CH:11]=1.CCN=C=NCCCN(C)C.C1C=CC2N(O)N=NC=2C=1.[NH2:49][CH2:50][C:51]([N:53]1[CH2:58][CH2:57][N:56]([C:59](=[O:70])[C:60]2[CH:65]=[CH:64][CH:63]=[CH:62][C:61]=2[C:66]([F:69])([F:68])[F:67])[CH2:55][CH2:54]1)=[O:52].C(O)(C(F)(F)F)=O. The catalyst is CN(C=O)C.O. The product is [C:10]1([S:16]([C:19]2[CH:20]=[CH:21][C:22]([C:23]([NH:49][CH2:50][C:51](=[O:52])[N:53]3[CH2:54][CH2:55][N:56]([C:59](=[O:70])[C:60]4[CH:65]=[CH:64][CH:63]=[CH:62][C:61]=4[C:66]([F:67])([F:69])[F:68])[CH2:57][CH2:58]3)=[O:25])=[CH:26][CH:27]=2)(=[O:17])=[O:18])[CH:11]=[CH:12][CH:13]=[CH:14][CH:15]=1. The yield is 0.650. (5) The reactants are [K+].[CH3:2][Si:3]([CH3:17])([CH3:16])[CH2:4][CH2:5][O:6][CH2:7][N:8]1[CH:12]=[N:11][C:10]([C:13]([O-:15])=O)=[N:9]1.CC[N:20]([CH:24]([CH3:26])C)[CH:21]([CH3:23])C.FC(F)(F)[C:29]([OH:31])=[O:30].[C:34]1([C:40]2[CH:45]=[C:44]([CH:46]3CCNCC3)[CH:43]=[CH:42][C:41]=2[NH:52]C(C2NC=C(C#N)N=2)=O)[CH2:39][CH2:38][CH2:37][CH2:36][CH:35]=1.C1CN([P+](Br)(N2[CH2:77][CH2:76][CH2:75]C2)N2CCCC2)CC1.F[P-](F)(F)(F)(F)F.[CH2:86](Cl)Cl. No catalyst specified. The product is [C:76]([O:31][C:29]([N:20]1[CH2:21][CH2:23][CH:46]([C:44]2[CH:43]=[CH:42][C:41]([NH:52][C:13]([C:10]3[N:11]=[CH:12][N:8]([CH2:7][O:6][CH2:5][CH2:4][Si:3]([CH3:2])([CH3:17])[CH3:16])[N:9]=3)=[O:15])=[C:40]([C:34]3[CH2:39][CH2:38][CH2:37][CH2:36][CH:35]=3)[CH:45]=2)[CH2:26][CH2:24]1)=[O:30])([CH3:75])([CH3:77])[CH3:86]. The yield is 0.550. (6) The reactants are C(OC([N:8]1[CH2:13][CH2:12][N:11]([CH2:14][CH2:15][CH2:16][O:17][C:18]2[CH:23]=[CH:22][C:21]([C:24]([N:26]3[C:35]4[C:30](=[CH:31][CH:32]=[CH:33][CH:34]=4)[C@H:29]([N:36]([C:44](=[O:46])[CH3:45])[C:37]4[CH:42]=[CH:41][C:40]([Cl:43])=[CH:39][CH:38]=4)[CH2:28][C@@H:27]3[CH3:47])=[O:25])=[CH:20][CH:19]=2)[CH2:10][CH2:9]1)=O)(C)(C)C. The catalyst is Cl.O1CCOCC1. The product is [Cl:43][C:40]1[CH:41]=[CH:42][C:37]([N:36]([C@H:29]2[C:30]3[C:35](=[CH:34][CH:33]=[CH:32][CH:31]=3)[N:26]([C:24](=[O:25])[C:21]3[CH:22]=[CH:23][C:18]([O:17][CH2:16][CH2:15][CH2:14][N:11]4[CH2:10][CH2:9][NH:8][CH2:13][CH2:12]4)=[CH:19][CH:20]=3)[C@@H:27]([CH3:47])[CH2:28]2)[C:44](=[O:46])[CH3:45])=[CH:38][CH:39]=1. The yield is 1.00. (7) The product is [F:20][C:17]([F:18])([F:19])[C:12]([C:3]1[CH:4]=[CH:5][C:6]2[C:11](=[CH:10][CH:9]=[CH:8][CH:7]=2)[C:2]=1[NH:1][C:22](=[O:28])[CH2:23][CH2:24][CH2:25][CH2:26][CH3:27])([OH:21])[C:13]([F:14])([F:15])[F:16]. The reactants are [NH2:1][C:2]1[C:11]2[C:6](=[CH:7][CH:8]=[CH:9][CH:10]=2)[CH:5]=[CH:4][C:3]=1[C:12]([OH:21])([C:17]([F:20])([F:19])[F:18])[C:13]([F:16])([F:15])[F:14].[C:22](Cl)(=[O:28])[CH2:23][CH2:24][CH2:25][CH2:26][CH3:27]. No catalyst specified. The yield is 0.130.